From a dataset of Forward reaction prediction with 1.9M reactions from USPTO patents (1976-2016). Predict the product of the given reaction. Given the reactants C(OC(=O)[NH:7][C@H:8]([C@@H:29]1[O:33]C(=O)[N:31]([C:35]2([C:38]3[CH:43]=[CH:42][CH:41]=[C:40]([C:44]([CH3:47])([CH3:46])[CH3:45])[CH:39]=3)[CH2:37][CH2:36]2)[CH2:30]1)[CH2:9][C:10]1[CH:15]=[CH:14][C:13]([NH:16][C:17]2[CH:18]=[C:19]([C:23]3[CH:28]=[CH:27][CH:26]=[CH:25][CH:24]=3)[CH:20]=[CH:21][CH:22]=2)=[CH:12][CH:11]=1)(C)(C)C.[ClH:49], predict the reaction product. The product is: [ClH:49].[NH2:7][C@@H:8]([CH2:9][C:10]1[CH:15]=[CH:14][C:13]([NH:16][C:17]2[CH:18]=[C:19]([C:23]3[CH:28]=[CH:27][CH:26]=[CH:25][CH:24]=3)[CH:20]=[CH:21][CH:22]=2)=[CH:12][CH:11]=1)[C@H:29]([OH:33])[CH2:30][NH:31][C:35]1([C:38]2[CH:43]=[CH:42][CH:41]=[C:40]([C:44]([CH3:46])([CH3:45])[CH3:47])[CH:39]=2)[CH2:37][CH2:36]1.